From a dataset of Forward reaction prediction with 1.9M reactions from USPTO patents (1976-2016). Predict the product of the given reaction. (1) Given the reactants C[O:2][C:3]([C:5]1[CH:18]=[C:17]([O:19][CH3:20])[C:16]2[C:7](=[C:8]3[C:13](=[CH:14][C:15]=2[O:21][CH2:22][CH2:23][O:24][CH3:25])[CH:12]=[CH:11][CH:10]=[N:9]3)[N:6]=1)=O.[BH4-].[Na+].O, predict the reaction product. The product is: [CH3:20][O:19][C:17]1[C:16]2[C:7](=[C:8]3[C:13](=[CH:14][C:15]=2[O:21][CH2:22][CH2:23][O:24][CH3:25])[CH:12]=[CH:11][CH:10]=[N:9]3)[N:6]=[C:5]([CH2:3][OH:2])[CH:18]=1. (2) The product is: [ClH:21].[CH3:1][S:2]([C:5]1[N:10]=[CH:9][C:8]([C@@H:11]([NH2:14])[CH2:12][CH3:13])=[CH:7][CH:6]=1)(=[O:4])=[O:3]. Given the reactants [CH3:1][S:2]([C:5]1[N:10]=[CH:9][C:8]([C@@H:11]([NH:14]S(C(C)(C)C)=O)[CH2:12][CH3:13])=[CH:7][CH:6]=1)(=[O:4])=[O:3].[ClH:21].O1CCOCC1, predict the reaction product. (3) Given the reactants [NH2:1][CH2:2][CH2:3][CH2:4][CH2:5][CH2:6][C:7]([OH:9])=[O:8].[OH-].[Na+].C([O:16][C:17](OC(OC(C)(C)C)=O)=[O:18])(C)(C)C.O.[C:28](O)([CH3:31])([CH3:30])[CH3:29], predict the reaction product. The product is: [C:7]([CH2:6][CH2:5][CH2:4][CH2:3][CH:2]([NH2:1])[C:17]([OH:18])=[O:16])([O:9][C:28]([CH3:31])([CH3:30])[CH3:29])=[O:8]. (4) The product is: [C:1]([O:5][C:6]([NH:8][CH2:9][CH2:10][NH:11][S:12]([C:15]1[C:20]([Cl:21])=[CH:19][CH:18]=[C:17]([N+:22]([O-:24])=[O:23])[C:16]=1[OH:28])(=[O:14])=[O:13])=[O:7])([CH3:4])([CH3:3])[CH3:2]. Given the reactants [C:1]([O:5][C:6]([NH:8][CH2:9][CH2:10][NH:11][S:12]([C:15]1[C:20]([Cl:21])=[CH:19][CH:18]=[C:17]([N+:22]([O-:24])=[O:23])[C:16]=1Cl)(=[O:14])=[O:13])=[O:7])([CH3:4])([CH3:3])[CH3:2].[H-].[Na+].[OH2:28], predict the reaction product. (5) The product is: [ClH:34].[N:29]1([CH2:28][CH2:27][NH:26][C:6]([NH:7][C:8]2[S:9][C:10]3[C:16]([C:17]4[CH:22]=[CH:21][CH:20]=[CH:19][CH:18]=4)=[CH:15][CH:14]=[C:13]([O:23][CH3:24])[C:11]=3[N:12]=2)=[O:5])[CH:33]=[CH:32][N:31]=[CH:30]1. Given the reactants C([O:5][C:6](=O)[NH:7][C:8]1[S:9][C:10]2[C:16]([C:17]3[CH:22]=[CH:21][CH:20]=[CH:19][CH:18]=3)=[CH:15][CH:14]=[C:13]([O:23][CH3:24])[C:11]=2[N:12]=1)(C)(C)C.[NH2:26][CH2:27][CH2:28][N:29]1[CH:33]=[CH:32][N:31]=[CH:30]1.[ClH:34].CCO, predict the reaction product. (6) Given the reactants [C:1]([N:4]1[CH2:9][CH2:8][N:7]([C:10]2[CH:11]=[CH:12][C:13]([NH:16][C:17](=[O:26])[CH2:18][C:19]3[CH:24]=[CH:23][C:22](I)=[CH:21][CH:20]=3)=[N:14][CH:15]=2)[CH2:6][CH2:5]1)(=[O:3])[CH3:2].[Cl:27][C:28]1[CH:33]=[C:32](B(O)O)[CH:31]=[CH:30][N:29]=1.C([O-])([O-])=O.[Na+].[Na+].C(O)C, predict the reaction product. The product is: [C:1]([N:4]1[CH2:9][CH2:8][N:7]([C:10]2[CH:11]=[CH:12][C:13]([NH:16][C:17](=[O:26])[CH2:18][C:19]3[CH:24]=[CH:23][C:22]([C:32]4[CH:31]=[CH:30][N:29]=[C:28]([Cl:27])[CH:33]=4)=[CH:21][CH:20]=3)=[N:14][CH:15]=2)[CH2:6][CH2:5]1)(=[O:3])[CH3:2]. (7) Given the reactants [CH3:1][O:2][C:3]1[C:8]2[N:9]=[C:10]([NH:12][CH3:13])[S:11][C:7]=2[C:6]([C:14]2[CH:19]=[CH:18][CH:17]=[CH:16][CH:15]=2)=[CH:5][CH:4]=1.[F:20][C:21]1[CH:29]=[CH:28][C:24]([C:25](Cl)=[O:26])=[CH:23][CH:22]=1, predict the reaction product. The product is: [F:20][C:21]1[CH:29]=[CH:28][C:24]([C:25]([N:12]([C:10]2[S:11][C:7]3[C:6]([C:14]4[CH:19]=[CH:18][CH:17]=[CH:16][CH:15]=4)=[CH:5][CH:4]=[C:3]([O:2][CH3:1])[C:8]=3[N:9]=2)[CH3:13])=[O:26])=[CH:23][CH:22]=1. (8) The product is: [CH2:13]([N:3]([CH2:1][CH3:2])[C:4](=[O:12])[C:5]1[CH:10]=[CH:9][CH:8]=[N:7][C:6]=1[O:11][CH2:22][C:23]1[CH:28]=[CH:27][C:26]([CH2:29][OH:30])=[CH:25][CH:24]=1)[CH3:14]. Given the reactants [CH2:1]([N:3]([CH2:13][CH3:14])[C:4](=[O:12])[C:5]1[CH:10]=[CH:9][CH:8]=[N:7][C:6]=1[OH:11])[CH3:2].C([O-])([O-])=O.[K+].[K+].Cl[CH2:22][C:23]1[CH:28]=[CH:27][C:26]([CH2:29][OH:30])=[CH:25][CH:24]=1, predict the reaction product.